From a dataset of Catalyst prediction with 721,799 reactions and 888 catalyst types from USPTO. Predict which catalyst facilitates the given reaction. (1) The catalyst class is: 105. Product: [CH3:24][N:8]([C@@H:9]1[CH2:13][CH2:12][NH:11][CH2:10]1)[C:6](=[O:7])[O:5][C:1]([CH3:4])([CH3:2])[CH3:3]. Reactant: [C:1]([O:5][C:6]([N:8]([CH3:24])[C@@H:9]1[CH2:13][CH2:12][N:11](C(OCC2C=CC=CC=2)=O)[CH2:10]1)=[O:7])([CH3:4])([CH3:3])[CH3:2]. (2) Reactant: [CH:1]([C:4]1[CH:9]=[CH:8][C:7]([CH:10]2[C:14]3[C:15]([CH3:20])=[CH:16][C:17]([CH3:19])=[CH:18][C:13]=3[O:12][C:11]2=[O:21])=[CH:6][CH:5]=1)([CH3:3])[CH3:2]. Product: [OH:21][CH2:11][CH:10]([C:14]1[C:15]([CH3:20])=[CH:16][C:17]([CH3:19])=[CH:18][C:13]=1[OH:12])[C:7]1[CH:6]=[CH:5][C:4]([CH:1]([CH3:3])[CH3:2])=[CH:9][CH:8]=1. The catalyst class is: 175. (3) Reactant: [I:1][C:2]1[CH:7]=[CH:6][C:5]([CH3:8])=[CH:4][C:3]=1[C:9]([O:11][CH3:12])=[O:10].C1C(=O)N(Br)C(=O)C1.C1C(C(OO)=O)=CC=CC=1.[CH2:31]([O:35][C:36]1[N:44]=[C:43]2[C:39]([NH:40][C:41]([O:45][CH3:46])=[N:42]2)=[C:38]([NH2:47])[N:37]=1)[CH2:32][CH2:33][CH3:34].FC(F)(F)C(O)=O.C(=O)([O-])[O-].[K+].[K+]. Product: [CH2:31]([O:35][C:36]1[N:44]=[C:43]2[C:39]([N:40]=[C:41]([O:45][CH3:46])[N:42]2[CH2:8][C:5]2[CH:6]=[CH:7][C:2]([I:1])=[C:3]([C:9]([O:11][CH3:12])=[O:10])[CH:4]=2)=[C:38]([NH2:47])[N:37]=1)[CH2:32][CH2:33][CH3:34]. The catalyst class is: 53. (4) Reactant: [Cl:1][C:2]1[C:11]([C:12]([O:14][CH2:15][CH3:16])=[O:13])=[C:10]([CH2:17]Cl)[C:9]2[C:4](=[CH:5][C:6]([Cl:21])=[C:7]([O:19][CH3:20])[CH:8]=2)[N:3]=1.[CH3:22][N:23]1[CH2:28][CH2:27][NH:26][CH2:25][CH2:24]1.C(OCC)(=O)C. Product: [Cl:1][C:2]1[C:11]([C:12]([O:14][CH2:15][CH3:16])=[O:13])=[C:10]([CH2:17][N:26]2[CH2:27][CH2:28][N:23]([CH3:22])[CH2:24][CH2:25]2)[C:9]2[C:4](=[CH:5][C:6]([Cl:21])=[C:7]([O:19][CH3:20])[CH:8]=2)[N:3]=1. The catalyst class is: 6.